From a dataset of Retrosynthesis with 50K atom-mapped reactions and 10 reaction types from USPTO. Predict the reactants needed to synthesize the given product. The reactants are: N#Cc1c(Cl)nc(Cl)c(F)c1I.Nc1cc(C2CC2)[nH]n1. Given the product N#Cc1c(Cl)nc(Nc2cc(C3CC3)[nH]n2)c(F)c1I, predict the reactants needed to synthesize it.